Dataset: Catalyst prediction with 721,799 reactions and 888 catalyst types from USPTO. Task: Predict which catalyst facilitates the given reaction. (1) Reactant: C([O:8][C:9](=[O:45])[C:10]([C:13]1[CH:14]=[C:15]2[C:41](=[CH:42][CH:43]=1)[O:40][C:18]1([CH2:23][CH2:22][N:21]([C:24]([C:26]3[CH:35]=[C:34]([O:36][CH3:37])[C:33]4[C:28](=[C:29]([O:38][CH3:39])[CH:30]=[CH:31][CH:32]=4)[N:27]=3)=[O:25])[CH2:20][CH2:19]1)[CH2:17][C:16]2=[O:44])([CH3:12])[CH3:11])C1C=CC=CC=1. Product: [CH3:37][O:36][C:34]1[C:33]2[C:28](=[C:29]([O:38][CH3:39])[CH:30]=[CH:31][CH:32]=2)[N:27]=[C:26]([C:24]([N:21]2[CH2:22][CH2:23][C:18]3([CH2:17][C:16](=[O:44])[C:15]4[C:41](=[CH:42][CH:43]=[C:13]([C:10]([CH3:12])([CH3:11])[C:9]([OH:45])=[O:8])[CH:14]=4)[O:40]3)[CH2:19][CH2:20]2)=[O:25])[CH:35]=1. The catalyst class is: 19. (2) Reactant: [Br:1][C:2]1[C:3]([Cl:31])=[C:4]([C:8]2[O:9][C:10]3[C:15]([C:16](=[O:18])[CH:17]=2)=[C:14]([O:19]C)[CH:13]=[C:12]([O:21]C)[C:11]=3[C@@H:23]2[CH2:27][CH2:26][N:25]([CH3:28])[C@H:24]2[CH2:29][OH:30])[CH:5]=[CH:6][CH:7]=1.Cl.N1C=CC=CC=1.C([O-])([O-])=O.[Na+].[Na+]. Product: [Br:1][C:2]1[C:3]([Cl:31])=[C:4]([C:8]2[O:9][C:10]3[C:15]([C:16](=[O:18])[CH:17]=2)=[C:14]([OH:19])[CH:13]=[C:12]([OH:21])[C:11]=3[C@@H:23]2[CH2:27][CH2:26][N:25]([CH3:28])[C@H:24]2[CH2:29][OH:30])[CH:5]=[CH:6][CH:7]=1. The catalyst class is: 5. (3) Reactant: [F-].[K+].C[O:4][C:5]([C@@H:7]1[CH2:11][C@@H:10]([S:12]([C:15]2[CH:20]=[CH:19][CH:18]=[CH:17][C:16]=2[C:21]([F:24])([F:23])[F:22])(=[O:14])=[O:13])[CH2:9][N:8]1[C:25]1[S:26][C:27]([C:30]([F:33])([F:32])[F:31])=[N:28][N:29]=1)=O.C([N:36](CC)CC)C.COC([C@@H:45]1[CH2:49][C@@H:48](S(C2C=CC=CC=2C(F)(F)F)(=O)=O)[CH2:47][NH:46]1)=O.C(OC([C@@H]1C[C@H](S(C2C=CC=CC=2C(F)(F)F)(=O)=O)CN1)=O)C.ClC1SC(C(F)(F)F)=NN=1.C(OC(C)=O)(C)C. Product: [C:47]([C:48]1([NH:36][C:5]([C@@H:7]2[CH2:11][C@@H:10]([S:12]([C:15]3[CH:20]=[CH:19][CH:18]=[CH:17][C:16]=3[C:21]([F:22])([F:23])[F:24])(=[O:13])=[O:14])[CH2:9][N:8]2[C:25]2[S:26][C:27]([C:30]([F:32])([F:33])[F:31])=[N:28][N:29]=2)=[O:4])[CH2:45][CH2:49]1)#[N:46]. The catalyst class is: 80. (4) Reactant: B.[CH2:2]([O:4][C:5]([C:7]1[O:11][C:10]([CH2:12][C:13](OC)=[O:14])=[C:9]([C:17]([O:19][CH3:20])=[O:18])[CH:8]=1)=[O:6])[CH3:3]. Product: [OH:14][CH2:13][CH2:12][C:10]1[O:11][C:7]([C:5]([O:4][CH2:2][CH3:3])=[O:6])=[CH:8][C:9]=1[C:17]([O:19][CH3:20])=[O:18]. The catalyst class is: 7. (5) Reactant: [Cl:1][C:2]1[CH:7]=[CH:6][C:5]([C:8]([OH:10])=[O:9])=[C:4]([NH:11][CH2:12][C:13]2[CH:18]=[CH:17][C:16]([O:19][CH3:20])=[C:15]([Cl:21])[CH:14]=2)[N:3]=1.[C:22](Cl)(=O)[C:23](Cl)=O.C(Cl)Cl. Product: [Cl:1][C:2]1[CH:7]=[CH:6][C:5]([C:8]([O:10][CH2:22][CH3:23])=[O:9])=[C:4]([NH:11][CH2:12][C:13]2[CH:18]=[CH:17][C:16]([O:19][CH3:20])=[C:15]([Cl:21])[CH:14]=2)[N:3]=1. The catalyst class is: 737. (6) Reactant: C([O:3][C:4]([C:6]1[S:10][C:9]([C:11]2[S:19][C:18]3[C:13](=[N:14][CH:15]=[CH:16][C:17]=3[NH:20][C:21]3[CH:22]=[C:23]4[C:27](=[CH:28][CH:29]=3)[NH:26][C:25]([CH3:30])=[CH:24]4)[CH:12]=2)=[N:8][C:7]=1[CH3:31])=O)C.[H-].[Al+3].[Li+].[H-].[H-].[H-]. Product: [CH3:31][C:7]1[N:8]=[C:9]([C:11]2[S:19][C:18]3[C:13](=[N:14][CH:15]=[CH:16][C:17]=3[NH:20][C:21]3[CH:22]=[C:23]4[C:27](=[CH:28][CH:29]=3)[NH:26][C:25]([CH3:30])=[CH:24]4)[CH:12]=2)[S:10][C:6]=1[CH2:4][OH:3]. The catalyst class is: 1. (7) Reactant: [CH2:1]([O:8][C:9]([N:11]1[CH:16]([CH2:17][CH3:18])[CH2:15][C:14](=O)[CH2:13][CH:12]1[CH2:20][C:21]1[CH:26]=[CH:25][CH:24]=[CH:23][CH:22]=1)=[O:10])[C:2]1[CH:7]=[CH:6][CH:5]=[CH:4][CH:3]=1.[F:27][C:28]([F:42])([F:41])[C:29]1[CH:30]=[C:31]([CH:34]=[C:35]([C:37]([F:40])([F:39])[F:38])[CH:36]=1)[CH2:32][NH2:33].C(O)(=O)C.[BH-](OC(C)=O)(OC(C)=O)OC(C)=O.[Na+].[OH-].[Na+]. Product: [CH2:1]([O:8][C:9]([N:11]1[CH:16]([CH2:17][CH3:18])[CH2:15][CH:14]([NH:33][CH2:32][C:31]2[CH:34]=[C:35]([C:37]([F:38])([F:39])[F:40])[CH:36]=[C:29]([C:28]([F:27])([F:41])[F:42])[CH:30]=2)[CH2:13][CH:12]1[CH2:20][C:21]1[CH:26]=[CH:25][CH:24]=[CH:23][CH:22]=1)=[O:10])[C:2]1[CH:7]=[CH:6][CH:5]=[CH:4][CH:3]=1. The catalyst class is: 26.